This data is from Catalyst prediction with 721,799 reactions and 888 catalyst types from USPTO. The task is: Predict which catalyst facilitates the given reaction. Reactant: O=[C:2]1[CH2:7][CH2:6][CH2:5][CH2:4][CH:3]1[C:8]#[N:9].[CH2:10]([NH:12][NH2:13])C. Product: [CH3:10][N:12]1[C:8]([NH2:9])=[C:3]2[C:2]([CH2:7][CH2:6][CH2:5][CH2:4]2)=[N:13]1. The catalyst class is: 8.